Task: Predict the reaction yield, written as a fraction of the theoretical maximum amount of product (1.0 means a 100% yield; for example, 0.34 means a 34% yield).. Dataset: Reaction yield outcomes from USPTO patents with 853,638 reactions (1) The reactants are N[C:2]1[CH:9]=[C:8]([C:10]([F:13])([F:12])[F:11])[C:7]([O:14][CH2:15][CH3:16])=[CH:6][C:3]=1[C:4]#[N:5].N(OCCC(C)C)=O. The catalyst is C1COCC1.C([O-])(O)=O.[Na+]. The product is [CH2:15]([O:14][C:7]1[CH:6]=[C:3]([CH:2]=[CH:9][C:8]=1[C:10]([F:11])([F:12])[F:13])[C:4]#[N:5])[CH3:16]. The yield is 0.850. (2) The reactants are Br[CH2:2][CH2:3][O:4][CH3:5].[CH3:6][C:7]1[CH:16]=[CH:15][C:14]2[C:9](=[C:10]([CH3:18])[C:11]([OH:17])=[CH:12][CH:13]=2)[N:8]=1.C(=O)([O-])[O-].[K+].[K+].O. The yield is 0.170. The catalyst is CC(C)=O. The product is [CH3:5][O:4][CH2:3][CH2:2][O:17][C:11]1[C:10]([CH3:18])=[C:9]2[C:14]([CH:15]=[CH:16][C:7]([CH3:6])=[N:8]2)=[CH:13][CH:12]=1. (3) The reactants are [CH2:1]([O:4][C:5]1[CH:10]=[C:9]([CH3:11])[CH:8]=[CH:7][C:6]=1[C:12]([C:14]1[C:18]2[CH2:19][CH2:20][CH2:21][CH2:22][C:17]=2[S:16][C:15]=1[NH2:23])=O)[CH:2]=[CH2:3].[O:24]=[C:25]([CH2:31][C:32](=O)[CH3:33])[C:26]([O:28][CH2:29][CH3:30])=[O:27].C([Cl:38])(=O)C. The catalyst is C(O)C. The product is [ClH:38].[CH2:1]([O:4][C:5]1[CH:10]=[C:9]([CH3:11])[CH:8]=[CH:7][C:6]=1[C:12]1[C:31]([C:25](=[O:24])[C:26]([O:28][CH2:29][CH3:30])=[O:27])=[C:32]([CH3:33])[N:23]=[C:15]2[S:16][C:17]3[CH2:22][CH2:21][CH2:20][CH2:19][C:18]=3[C:14]=12)[CH:2]=[CH2:3]. The yield is 0.860. (4) The reactants are [Br:1][C:2]1[CH:10]=[CH:9][C:5]([C:6]([OH:8])=[O:7])=[C:4]([CH3:11])[CH:3]=1.S(Cl)(Cl)=O.[CH3:16]O. No catalyst specified. The product is [CH3:16][O:7][C:6](=[O:8])[C:5]1[CH:9]=[CH:10][C:2]([Br:1])=[CH:3][C:4]=1[CH3:11]. The yield is 0.936.